Dataset: Forward reaction prediction with 1.9M reactions from USPTO patents (1976-2016). Task: Predict the product of the given reaction. (1) The product is: [CH3:23][O:22][C:17]1[CH:18]=[CH:19][CH:20]=[CH:21][C:16]=1[CH2:15][CH2:14][C:12]1[CH:11]=[CH:10][N:9]=[C:8]([NH2:7])[CH:13]=1. Given the reactants C(OC(=O)[NH:7][C:8]1[CH:13]=[C:12]([CH2:14][CH2:15][C:16]2[CH:21]=[CH:20][CH:19]=[CH:18][C:17]=2[O:22][CH3:23])[CH:11]=[CH:10][N:9]=1)(C)(C)C.FC(F)(F)C(O)=O, predict the reaction product. (2) Given the reactants [O:1]1[CH:5]=[CH:4][N:3]=[CH:2]1.[Li]CCCC.FC(F)(F)S(O[Si:17]([CH:24]([CH3:26])[CH3:25])([CH:21]([CH3:23])[CH3:22])[CH:18]([CH3:20])[CH3:19])(=O)=O, predict the reaction product. The product is: [CH:18]([Si:17]([CH:24]([CH3:26])[CH3:25])([CH:21]([CH3:23])[CH3:22])[C:2]1[O:1][CH:5]=[CH:4][N:3]=1)([CH3:20])[CH3:19]. (3) Given the reactants [Cl:1][C:2]1[CH:3]=[C:4]([C:17]2[N:22]=[CH:21][C:20]([C@:23]([OH:29])([CH3:28])[C:24]([F:27])([F:26])[F:25])=[CH:19][CH:18]=2)[CH:5]=[CH:6][C:7]=1[S:8]([C:11]1[CH:16]=[CH:15][CH:14]=[CH:13][CH:12]=1)(=[O:10])=[O:9].C1N=C(N)C2N=CN([C@@H]3O[C@H](COP(OP(OC[C@H]4O[C@@H](N5C=C(C(N)=O)CC=C5)[C@H](O)[C@@H]4O)(O)=O)(O)=O)[C@@H](O)[C@H]3OP(O)(O)=O)C=2N=1, predict the reaction product. The product is: [Cl:1][C:2]1[CH:3]=[C:4]([C:17]2[N:22]=[CH:21][C:20]([C@@:23]([OH:29])([CH3:28])[C:24]([F:26])([F:27])[F:25])=[CH:19][CH:18]=2)[CH:5]=[CH:6][C:7]=1[S:8]([C:11]1[CH:12]=[CH:13][CH:14]=[CH:15][CH:16]=1)(=[O:9])=[O:10]. (4) Given the reactants [CH2:1]([C:3]1[CH:8]=[CH:7][C:6]([C@H:9]2[CH2:14][C@@H:13]([C:15]([F:18])([F:17])[F:16])[N:12]3[N:19]=[CH:20][C:21]([C:22]([OH:24])=[O:23])=[C:11]3[NH:10]2)=[CH:5][CH:4]=1)C.C1(C)C=CC([C@H]2C[C@@H](C(F)(F)F)N3N=CC(C(OCC)=O)=C3N2)=CC=1.[OH-].[K+], predict the reaction product. The product is: [C:3]1([CH3:1])[CH:4]=[CH:5][C:6]([C@H:9]2[CH2:14][C@@H:13]([C:15]([F:16])([F:17])[F:18])[N:12]3[N:19]=[CH:20][C:21]([C:22]([OH:24])=[O:23])=[C:11]3[NH:10]2)=[CH:7][CH:8]=1. (5) The product is: [CH3:1][O:2][C:3]1[CH:8]=[CH:7][C:6]([O:9][CH3:10])=[CH:5][C:4]=1[CH2:11][C:12]1[O:13][N:22]=[C:16]([C:17]([O:19][CH2:20][CH3:21])=[O:18])[N:15]=1. Given the reactants [CH3:1][O:2][C:3]1[CH:8]=[CH:7][C:6]([O:9][CH3:10])=[CH:5][C:4]=1[CH2:11][C:12](Cl)=[O:13].[NH2:15][C:16](=[N:22]O)[C:17]([O:19][CH2:20][CH3:21])=[O:18].C(N(CC)C(C)C)(C)C.O, predict the reaction product. (6) The product is: [CH2:13]([N:8]1[C:7]2[CH:9]=[CH:10][CH:11]=[CH:12][C:6]=2[NH:5][CH2:4][CH2:3][C:2]1=[O:1])[CH3:14]. Given the reactants [O:1]=[C:2]1[NH:8][C:7]2[CH:9]=[CH:10][CH:11]=[CH:12][C:6]=2[NH:5][CH2:4][CH2:3]1.[CH2:13](I)[CH3:14], predict the reaction product. (7) The product is: [CH:1]1([CH2:11][CH2:12][C:13]([NH:19][C:18]2[CH:20]=[CH:21][CH:22]=[CH:23][C:17]=2[C:16]([OH:25])=[O:24])=[O:15])[C:10]2[C:5](=[CH:6][CH:7]=[CH:8][CH:9]=2)[CH2:4][CH2:3][CH2:2]1. Given the reactants [CH:1]1([CH2:11][CH2:12][C:13]([OH:15])=O)[C:10]2[C:5](=[CH:6][CH:7]=[CH:8][CH:9]=2)[CH2:4][CH2:3][CH2:2]1.[C:16]([OH:25])(=[O:24])[C:17]1[C:18](=[CH:20][CH:21]=[CH:22][CH:23]=1)[NH2:19], predict the reaction product.